From a dataset of Forward reaction prediction with 1.9M reactions from USPTO patents (1976-2016). Predict the product of the given reaction. Given the reactants [Cl:1][C:2]1[CH:3]=[CH:4][C:5]2[O:18][CH:17]([C:19]([N:21]3[CH2:26][CH2:25][O:24][CH2:23][CH2:22]3)=O)[N:8]3[C:9]4[CH:10]=[CH:11][CH:12]=[C:13]([F:16])[C:14]=4[CH:15]=[C:7]3[C:6]=2[N:27]=1.S(C)C.CO.O, predict the reaction product. The product is: [Cl:1][C:2]1[CH:3]=[CH:4][C:5]2[O:18][CH:17]([CH2:19][N:21]3[CH2:22][CH2:23][O:24][CH2:25][CH2:26]3)[N:8]3[C:9]4[CH:10]=[CH:11][CH:12]=[C:13]([F:16])[C:14]=4[CH:15]=[C:7]3[C:6]=2[N:27]=1.